This data is from Full USPTO retrosynthesis dataset with 1.9M reactions from patents (1976-2016). The task is: Predict the reactants needed to synthesize the given product. Given the product [CH3:30][C:31]1([C:45]([O:47][CH2:48][CH3:49])=[O:46])[CH2:36][CH2:35][C:34]([C:14]2[CH:13]=[CH:12][C:11]([N+:26]([O-:28])=[O:27])=[C:10]3[C:15]=2[CH2:16][N:8]([CH3:7])[C:9]3=[O:29])=[CH:33][CH2:32]1, predict the reactants needed to synthesize it. The reactants are: O1CCOCC1.[CH3:7][N:8]1[CH2:16][C:15]2[C:10](=[C:11]([N+:26]([O-:28])=[O:27])[CH:12]=[CH:13][C:14]=2B2OC(C)(C)C(C)(C)O2)[C:9]1=[O:29].[CH3:30][C:31]1([C:45]([O:47][CH2:48][CH3:49])=[O:46])[CH2:36][CH2:35][C:34](OS(C(F)(F)F)(=O)=O)=[CH:33][CH2:32]1.C(=O)([O-])[O-].[Cs+].[Cs+].